The task is: Predict the product of the given reaction.. This data is from Forward reaction prediction with 1.9M reactions from USPTO patents (1976-2016). (1) Given the reactants [Cl:1][C:2]1[CH:7]=[C:6](Cl)[N:5]=[CH:4][N:3]=1.[C:9]1(B(O)O)[CH:14]=[CH:13][CH:12]=[CH:11][CH:10]=1.C(=O)([O-])[O-].[Na+].[Na+].C(#N)C, predict the reaction product. The product is: [Cl:1][C:2]1[CH:7]=[C:6]([C:9]2[CH:14]=[CH:13][CH:12]=[CH:11][CH:10]=2)[N:5]=[CH:4][N:3]=1. (2) Given the reactants [OH:1][C@@H:2]1[CH2:24][C@@H:6]2[C:7](=[O:23])[O:8][C:9]3[C@@H:10]4[CH2:17][CH2:16][C@H:15]([C@H:18]([CH3:21])[CH2:19][OH:20])[C@@:11]4([CH3:22])[CH2:12][CH2:13][C:14]=3[C@@:5]2([CH3:25])[CH2:4][CH2:3]1, predict the reaction product. The product is: [CH3:7][O:8][CH2:9][O:1][C@@H:2]1[CH2:24][C@@H:6]2[C:7](=[O:23])[O:8][C:9]3[C@@H:10]4[CH2:17][CH2:16][C@H:15]([C@H:18]([CH3:21])[CH2:19][O:20][CH2:6][C:5]([CH3:14])=[CH2:4])[C@@:11]4([CH3:22])[CH2:12][CH2:13][C:14]=3[C@@:5]2([CH3:25])[CH2:4][CH2:3]1. (3) The product is: [CH2:27]([O:15][C:13]([CH:12]1[CH2:10][CH:11]([C:22]2[CH:23]=[CH:24][CH:25]=[CH:18][C:19]=2[CH3:20])[C:7]2[C:33](=[CH:34][CH:3]=[C:2]([Cl:1])[CH:8]=2)[NH:35]1)=[O:14])[CH3:28]. Given the reactants [Cl:1][C:2]1[CH:3]=C(C=[C:7](Cl)[CH:8]=1)N.[CH2:10]([C:12](=O)[C:13]([O-:15])=[O:14])[CH3:11].C[C:18]1[CH:25]=[CH:24][CH:23]=[CH:22][C:19]=1[CH:20]=C.F[C:27](F)(F)[C:28](O)=O.[C:33](#[N:35])[CH3:34], predict the reaction product. (4) Given the reactants O[CH:2]([C:4]1[CH:28]=[C:7]2[CH2:8][N:9]([C:13]([O:15][CH2:16][C:17]3[CH:22]=[C:21]([C:23]([F:26])([F:25])[F:24])[CH:20]=[C:19]([Cl:27])[CH:18]=3)=[O:14])[CH2:10][CH2:11][CH2:12][N:6]2[N:5]=1)[CH3:3].O=S(Cl)Cl.[S:33]1[CH2:37][CH2:36][N:35]=[C:34]1[NH2:38].C([O-])([O-])=O.[Cs+].[Cs+], predict the reaction product. The product is: [S:33]1[CH2:37][CH2:36][N:35]=[C:34]1[NH:38][CH:2]([C:4]1[CH:28]=[C:7]2[CH2:8][N:9]([C:13]([O:15][CH2:16][C:17]3[CH:22]=[C:21]([C:23]([F:26])([F:25])[F:24])[CH:20]=[C:19]([Cl:27])[CH:18]=3)=[O:14])[CH2:10][CH2:11][CH2:12][N:6]2[N:5]=1)[CH3:3]. (5) Given the reactants C1(COC2C=CC(S(C)(=O)=O)=CC=2[C:16]2[C:17]3[O:26][C:25](C)=[N:24][C:18]=3[C:19](=[O:23])[N:20]([CH3:22])[CH:21]=2)CC1.[F:28][C:29]1[CH:56]=[C:55]([F:57])[CH:54]=[CH:53][C:30]=1[O:31][C:32]1[CH:37]=[CH:36][C:35]([NH:38][S:39]([CH2:42][CH3:43])(=[O:41])=[O:40])=[CH:34][C:33]=1B1OC(C)(C)C(C)(C)O1, predict the reaction product. The product is: [F:28][C:29]1[CH:56]=[C:55]([F:57])[CH:54]=[CH:53][C:30]=1[O:31][C:32]1[CH:37]=[CH:36][C:35]([NH:38][S:39]([CH2:42][CH3:43])(=[O:40])=[O:41])=[CH:34][C:33]=1[C:16]1[C:17]2[O:26][CH:25]=[N:24][C:18]=2[C:19](=[O:23])[N:20]([CH3:22])[CH:21]=1.